From a dataset of Forward reaction prediction with 1.9M reactions from USPTO patents (1976-2016). Predict the product of the given reaction. (1) The product is: [CH:1]12[CH2:10][CH:5]3[CH2:6][CH:7]([CH2:9][CH:3]([CH2:4]3)[CH:2]1[NH:11][C:12]([C:14]1[CH:15]=[N:16][N:17]([CH3:20])[C:18]=1[N:25]([CH2:24][CH2:23][O:22][CH3:21])[CH3:26])=[O:13])[CH2:8]2. Given the reactants [CH:1]12[CH2:10][CH:5]3[CH2:6][CH:7]([CH2:9][CH:3]([CH2:4]3)[CH:2]1[NH:11][C:12]([C:14]1[CH:15]=[N:16][N:17]([CH3:20])[C:18]=1Cl)=[O:13])[CH2:8]2.[CH3:21][O:22][CH2:23][CH2:24][NH:25][CH3:26], predict the reaction product. (2) Given the reactants [C:1]([O:5][C:6](=[O:18])[C@@H:7]([N:10]1[CH:15]=[CH:14][CH:13]=[C:12]([NH2:16])[C:11]1=[O:17])[CH2:8][CH3:9])([CH3:4])([CH3:3])[CH3:2].C(N(CC)CC)C.[C:26](OC(=O)C)(=[O:28])[CH3:27], predict the reaction product. The product is: [C:1]([O:5][C:6](=[O:18])[C@@H:7]([N:10]1[CH:15]=[CH:14][CH:13]=[C:12]([NH:16][C:26](=[O:28])[CH3:27])[C:11]1=[O:17])[CH2:8][CH3:9])([CH3:2])([CH3:3])[CH3:4]. (3) Given the reactants [F:1][C:2]1[CH:3]=[C:4]([CH2:9][C@@H:10]([C:27]2[C:32]([C:33]3[CH:34]=[CH:35][C:36]([F:42])=[C:37]([CH:41]=3)[C:38]([NH2:40])=[O:39])=[CH:31][CH:30]=[CH:29][N:28]=2)[NH:11][C:12](=[O:26])[CH2:13][N:14]2[C:18]([C:19]([F:22])([F:21])[F:20])=[C:17]3[CH2:23][NH:24][CH2:25][C:16]3=[N:15]2)[CH:5]=[C:6]([F:8])[CH:7]=1.C=O.[C:45]([BH3-])#N.[Na+], predict the reaction product. The product is: [F:8][C:6]1[CH:5]=[C:4]([CH2:9][C@@H:10]([C:27]2[C:32]([C:33]3[CH:34]=[CH:35][C:36]([F:42])=[C:37]([CH:41]=3)[C:38]([NH2:40])=[O:39])=[CH:31][CH:30]=[CH:29][N:28]=2)[NH:11][C:12](=[O:26])[CH2:13][N:14]2[C:18]([C:19]([F:21])([F:22])[F:20])=[C:17]3[CH2:23][N:24]([CH3:45])[CH2:25][C:16]3=[N:15]2)[CH:3]=[C:2]([F:1])[CH:7]=1. (4) The product is: [F:11][CH:12]([F:23])[O:13][C:14]1[CH:15]=[C:16]([NH:20][C:21]([NH:10][CH:8]2[CH2:9][CH:7]2[C:1]2[CH:6]=[CH:5][CH:4]=[CH:3][CH:2]=2)=[O:22])[CH:17]=[CH:18][CH:19]=1. Given the reactants [C:1]1([CH:7]2[CH2:9][CH:8]2[NH2:10])[CH:6]=[CH:5][CH:4]=[CH:3][CH:2]=1.[F:11][CH:12]([F:23])[O:13][C:14]1[CH:15]=[C:16]([N:20]=[C:21]=[O:22])[CH:17]=[CH:18][CH:19]=1, predict the reaction product. (5) Given the reactants C([O:4][CH2:5][C@H:6]([N:8]1[CH:17]=[CH:16][C:15]2[C:10](=[CH:11][CH:12]=[CH:13][C:14]=2[NH2:18])[C:9]1=[O:19])[CH3:7])(=O)C.C(Cl)Cl.[Cl:23][C:24]1[CH:29]=[CH:28][C:27]([CH2:30][C:31](O)=[O:32])=[CH:26][C:25]=1[F:34].F[P-](F)(F)(F)(F)F.C[N+](C)=C(N(C)C)ON1C2N=CC=CC=2N=N1.C(N(CC)C(C)C)(C)C.CO.C(=O)([O-])[O-].[K+].[K+], predict the reaction product. The product is: [Cl:23][C:24]1[CH:29]=[CH:28][C:27]([CH2:30][C:31]([NH:18][C:14]2[CH:13]=[CH:12][CH:11]=[C:10]3[C:15]=2[CH:16]=[CH:17][N:8]([C@H:6]([CH3:7])[CH2:5][OH:4])[C:9]3=[O:19])=[O:32])=[CH:26][C:25]=1[F:34]. (6) Given the reactants [F:1][C:2]1[CH:7]=[CH:6][CH:5]=[CH:4][C:3]=1[C:8]1[N:9]=[C:10]([CH2:27][N:28](C)[C:29](=O)OC(C)(C)C)[S:11][C:12]=1[S:13]([C:16]1[CH:21]=[CH:20][CH:19]=[C:18]([N:22]2[CH2:26][CH2:25][CH2:24][CH2:23]2)[CH:17]=1)(=[O:15])=[O:14].C(OCC)(=O)C.Cl, predict the reaction product. The product is: [F:1][C:2]1[CH:7]=[CH:6][CH:5]=[CH:4][C:3]=1[C:8]1[N:9]=[C:10]([CH2:27][NH:28][CH3:29])[S:11][C:12]=1[S:13]([C:16]1[CH:21]=[CH:20][CH:19]=[C:18]([N:22]2[CH2:23][CH2:24][CH2:25][CH2:26]2)[CH:17]=1)(=[O:14])=[O:15]. (7) Given the reactants [NH2:1][C:2]1[CH:3]=[CH:4][C:5]([F:28])=[C:6]([C@:8]2([CH3:27])[CH2:13][N:12]3[C:14]([C:17]#[N:18])=[CH:15][N:16]=[C:11]3[C:10]([NH:19][C:20](=[O:26])[O:21][C:22]([CH3:25])([CH3:24])[CH3:23])=[N:9]2)[CH:7]=1.[F:29][CH:30]([F:39])[N:31]1[CH:35]=[CH:34][C:33]([C:36](O)=[O:37])=[N:32]1, predict the reaction product. The product is: [C:17]([C:14]1[N:12]2[CH2:13][C@:8]([C:6]3[CH:7]=[C:2]([NH:1][C:36]([C:33]4[CH:34]=[CH:35][N:31]([CH:30]([F:39])[F:29])[N:32]=4)=[O:37])[CH:3]=[CH:4][C:5]=3[F:28])([CH3:27])[N:9]=[C:10]([NH:19][C:20](=[O:26])[O:21][C:22]([CH3:24])([CH3:23])[CH3:25])[C:11]2=[N:16][CH:15]=1)#[N:18]. (8) The product is: [ClH:1].[F:27][C:24]1[CH:23]=[N:22][C:21]([C@@H:19]([NH2:18])[CH3:20])=[N:26][CH:25]=1. Given the reactants [Cl:1]C1C(N(C)S(C)(=O)=O)=NC([NH:18][C@H:19]([C:21]2[N:26]=[CH:25][C:24]([F:27])=[CH:23][N:22]=2)[CH3:20])=NC=1NC1C=C(OC(C)C)NN=1.Cl, predict the reaction product. (9) Given the reactants [C:1]([OH:10])(=O)[C:2]1[C:3](=[CH:5][CH:6]=[CH:7][CH:8]=1)[OH:4].[NH2:11][CH2:12][CH2:13][NH:14][C:15](=[O:21])[O:16][C:17]([CH3:20])([CH3:19])[CH3:18].C(Cl)CCl, predict the reaction product. The product is: [OH:4][C:3]1[CH:5]=[CH:6][CH:7]=[CH:8][C:2]=1[C:1]([NH:11][CH2:12][CH2:13][NH:14][C:15](=[O:21])[O:16][C:17]([CH3:19])([CH3:18])[CH3:20])=[O:10].